Dataset: Catalyst prediction with 721,799 reactions and 888 catalyst types from USPTO. Task: Predict which catalyst facilitates the given reaction. (1) Reactant: [Cl:1][C:2]1[CH:11]=[C:10]([C:12](=O)[CH3:13])[C:9]([N:15]2[CH2:20][CH2:19][N:18]([C:21]([C:23]3[CH:24]=[N:25][CH:26]=[CH:27][CH:28]=3)=[O:22])[CH2:17][CH2:16]2)=[C:8]2[C:3]=1[CH:4]=[CH:5][CH:6]=[N:7]2.C([O-])(=O)C.[NH4+].C([BH3-])#[N:35].[Na+].O1CCCC1. Product: [Cl:1][C:2]1[CH:11]=[C:10]([CH:12]([NH2:35])[CH3:13])[C:9]([N:15]2[CH2:20][CH2:19][N:18]([C:21]([C:23]3[CH:24]=[N:25][CH:26]=[CH:27][CH:28]=3)=[O:22])[CH2:17][CH2:16]2)=[C:8]2[C:3]=1[CH:4]=[CH:5][CH:6]=[N:7]2. The catalyst class is: 449. (2) Reactant: Br[CH:2]1[CH2:5][CH2:4][CH2:3]1.[CH3:6][O:7][C:8]1[CH:9]=[C:10]([C:16]2[N:21]=[C:20]([O:22][C@@H:23]([C@H:25]3[CH2:29][NH:28][C:27](=[O:30])[CH2:26]3)[CH3:24])[C:19]3[NH:31][CH:32]=[N:33][C:18]=3[CH:17]=2)[CH:11]=[CH:12][C:13]=1[O:14][CH3:15].C(=O)([O-])[O-].[Cs+].[Cs+]. Product: [CH:2]1([N:31]2[C:19]3[C:20]([O:22][C@@H:23]([C@H:25]4[CH2:29][NH:28][C:27](=[O:30])[CH2:26]4)[CH3:24])=[N:21][C:16]([C:10]4[CH:11]=[CH:12][C:13]([O:14][CH3:15])=[C:8]([O:7][CH3:6])[CH:9]=4)=[CH:17][C:18]=3[N:33]=[CH:32]2)[CH2:5][CH2:4][CH2:3]1. The catalyst class is: 39. (3) Reactant: [OH-].[Na+].C[O:4][C:5](=[O:34])[CH2:6][C:7]1[CH:8]=[C:9]2[C:13](=[CH:14][CH:15]=1)[N:12]([C:16]1[C:17]3[CH2:33][CH2:32][CH2:31][C:18]=3[N:19]=[C:20]([C:22]3[CH:27]=[CH:26][C:25]([O:28][CH3:29])=[C:24]([F:30])[CH:23]=3)[N:21]=1)[CH2:11][CH2:10]2.O1CCOCC1.Cl. Product: [F:30][C:24]1[CH:23]=[C:22]([C:20]2[N:21]=[C:16]([N:12]3[C:13]4[C:9](=[CH:8][C:7]([CH2:6][C:5]([OH:34])=[O:4])=[CH:15][CH:14]=4)[CH2:10][CH2:11]3)[C:17]3[CH2:33][CH2:32][CH2:31][C:18]=3[N:19]=2)[CH:27]=[CH:26][C:25]=1[O:28][CH3:29]. The catalyst class is: 5.